Predict the product of the given reaction. From a dataset of Forward reaction prediction with 1.9M reactions from USPTO patents (1976-2016). Given the reactants Br[C:2]1[C:3]([F:25])=[CH:4][C:5]2[O:11][CH2:10][CH2:9][N:8]3[C:12]([C:18]4[NH:22][N:21]=[C:20]([CH3:23])[CH:19]=4)=[C:13]([C:15]([NH2:17])=[O:16])[N:14]=[C:7]3[C:6]=2[CH:24]=1.[CH3:26][C:27]1[O:31][N:30]=[C:29]([C@:32]([OH:36])([C:34]#[CH:35])[CH3:33])[N:28]=1, predict the reaction product. The product is: [F:25][C:3]1[C:2]([C:35]#[C:34][C@@:32]([OH:36])([C:29]2[N:28]=[C:27]([CH3:26])[O:31][N:30]=2)[CH3:33])=[CH:24][C:6]2[C:7]3[N:8]([C:12]([C:18]4[NH:22][N:21]=[C:20]([CH3:23])[CH:19]=4)=[C:13]([C:15]([NH2:17])=[O:16])[N:14]=3)[CH2:9][CH2:10][O:11][C:5]=2[CH:4]=1.